From a dataset of Peptide-MHC class I binding affinity with 185,985 pairs from IEDB/IMGT. Regression. Given a peptide amino acid sequence and an MHC pseudo amino acid sequence, predict their binding affinity value. This is MHC class I binding data. The peptide sequence is IPVSTNGKI. The MHC is HLA-B46:01 with pseudo-sequence HLA-B46:01. The binding affinity (normalized) is 0.0847.